Dataset: Full USPTO retrosynthesis dataset with 1.9M reactions from patents (1976-2016). Task: Predict the reactants needed to synthesize the given product. (1) Given the product [Br:18][C:13]1[C:14]2[CH:1]=[C:2]([C:15]([OH:17])=[O:16])[CH:3]=[CH:4][C:5]=2[C:6]2[C:11](=[CH:10][CH:9]=[CH:8][CH:7]=2)[CH:12]=1, predict the reactants needed to synthesize it. The reactants are: [CH:1]1[C:14]2[CH:13]=[CH:12][C:11]3[C:6](=[CH:7][CH:8]=[CH:9][CH:10]=3)[C:5]=2[CH:4]=[CH:3][C:2]=1[C:15]([OH:17])=[O:16].[Br:18]Br. (2) Given the product [F:22][C:23]1[CH:45]=[CH:44][C:26]([CH2:27][NH:28][C:29]([C:31]2[S:35][C:34]([C:36]3[CH:41]=[N:40][CH:39]=[C:38]([N:18]([CH2:17][C:16]4[CH:20]=[CH:21][C:13]([O:12][CH3:11])=[CH:14][CH:15]=4)[CH3:19])[N:37]=3)=[N:33][C:32]=2[CH3:43])=[O:30])=[CH:25][CH:24]=1, predict the reactants needed to synthesize it. The reactants are: FC1C=CC(CNC)=CC=1.[CH3:11][O:12][C:13]1[CH:21]=[CH:20][C:16]([CH2:17][NH:18][CH3:19])=[CH:15][CH:14]=1.[F:22][C:23]1[CH:45]=[CH:44][C:26]([CH2:27][NH:28][C:29]([C:31]2[S:35][C:34]([C:36]3[CH:41]=[N:40][CH:39]=[C:38](I)[N:37]=3)=[N:33][C:32]=2[CH3:43])=[O:30])=[CH:25][CH:24]=1. (3) Given the product [CH2:1]([N:8]1[C:20]2[C:11](=[C:12]3[C:17](=[C:18]4[CH:24]=[C:23]([F:25])[CH:22]=[CH:21][C:19]4=2)[C:16](=[O:26])[N:15]([CH2:27][O:28][CH2:29][CH2:30][Si:31]([CH3:32])([CH3:33])[CH3:34])[CH:14]=[CH:13]3)[N:10]=[C:9]1[N:35]1[CH2:36][CH2:37][C:38](=[N:48][OH:49])[CH2:39][CH2:40]1)[C:2]1[CH:3]=[CH:4][CH:5]=[CH:6][CH:7]=1, predict the reactants needed to synthesize it. The reactants are: [CH2:1]([N:8]1[C:20]2[C:11](=[C:12]3[C:17](=[C:18]4[CH:24]=[C:23]([F:25])[CH:22]=[CH:21][C:19]4=2)[C:16](=[O:26])[N:15]([CH2:27][O:28][CH2:29][CH2:30][Si:31]([CH3:34])([CH3:33])[CH3:32])[CH:14]=[CH:13]3)[N:10]=[C:9]1[N:35]1[CH2:40][CH2:39][C:38](=O)[CH2:37][CH2:36]1)[C:2]1[CH:7]=[CH:6][CH:5]=[CH:4][CH:3]=1.C(=O)(O)[O-].[K+].Cl.[NH2:48][OH:49]. (4) Given the product [NH2:1][C:2]1[N:7]=[C:6]([C:8]2[CH:9]=[CH:10][CH:11]=[CH:12][CH:13]=2)[C:5]([C:14]2[CH:19]=[CH:18][C:17](=[O:20])[NH:16][N:15]=2)=[CH:4][N:3]=1, predict the reactants needed to synthesize it. The reactants are: [NH2:1][C:2]1[N:7]=[C:6]([C:8]2[CH:13]=[CH:12][CH:11]=[CH:10][CH:9]=2)[C:5]([C:14]2[N:15]=[N:16][C:17]([O:20]C)=[CH:18][CH:19]=2)=[CH:4][N:3]=1.Cl.Cl.O1CCOCC1.[OH-].[Na+]. (5) Given the product [C:1]1([S:7]([N:10]2[C:14]3[CH:15]=[N:16][C:17]([C:20]#[N:21])=[C:18]([Cl:28])[C:13]=3[C:12]3[CH:22]=[C:23]([F:26])[CH:24]=[N:25][C:11]2=3)(=[O:9])=[O:8])[CH:6]=[CH:5][CH:4]=[CH:3][CH:2]=1, predict the reactants needed to synthesize it. The reactants are: [C:1]1([S:7]([N:10]2[C:14]3[CH:15]=[N:16][C:17]([C:20]#[N:21])=[C:18](O)[C:13]=3[C:12]3[CH:22]=[C:23]([F:26])[CH:24]=[N:25][C:11]2=3)(=[O:9])=[O:8])[CH:6]=[CH:5][CH:4]=[CH:3][CH:2]=1.P(Cl)(Cl)(Cl)(Cl)[Cl:28]. (6) Given the product [F:30][C:29]([F:31])([F:32])[C:27]1[CH:28]=[C:23]([NH:22][C:20](=[O:21])[C:10]2[CH:11]=[C:12]([CH:18]=[CH:19][C:9]=2[OH:8])[C:13]([N:15]([CH3:17])[CH3:16])=[O:14])[CH:24]=[C:25]([C:33]([F:35])([F:34])[F:36])[CH:26]=1, predict the reactants needed to synthesize it. The reactants are: C([O:8][C:9]1[CH:19]=[CH:18][C:12]([C:13]([N:15]([CH3:17])[CH3:16])=[O:14])=[CH:11][C:10]=1[C:20]([NH:22][C:23]1[CH:28]=[C:27]([C:29]([F:32])([F:31])[F:30])[CH:26]=[C:25]([C:33]([F:36])([F:35])[F:34])[CH:24]=1)=[O:21])C1C=CC=CC=1.C(O)C. (7) Given the product [F:18][C:4]1[CH:3]=[C:2]([N:28]2[CH2:27][CH2:26][N:25]([C:31]([O:33][C:34]([CH3:37])([CH3:36])[CH3:35])=[O:32])[CH2:30][CH2:29]2)[CH:7]=[CH:6][C:5]=1[O:8][CH2:9][CH2:10][CH2:11][N:12]1[CH2:17][CH2:16][CH2:15][CH2:14][CH2:13]1, predict the reactants needed to synthesize it. The reactants are: Br[C:2]1[CH:7]=[CH:6][C:5]([O:8][CH2:9][CH2:10][CH2:11][N:12]2[CH2:17][CH2:16][CH2:15][CH2:14][CH2:13]2)=[C:4]([F:18])[CH:3]=1.CC(C)([O-])C.[Na+].[N:25]1([C:31]([O:33][C:34]([CH3:37])([CH3:36])[CH3:35])=[O:32])[CH2:30][CH2:29][NH:28][CH2:27][CH2:26]1. (8) Given the product [N:22]1[CH:23]=[CH:24][CH:25]=[C:20]([C:18]2[N:4]=[C:2]([NH:1][C:5]3[CH:15]=[CH:14][C:8]([C:9]([O:11][CH2:12][CH3:13])=[O:10])=[CH:7][CH:6]=3)[S:3][CH:17]=2)[CH:21]=1, predict the reactants needed to synthesize it. The reactants are: [NH:1]([C:5]1[CH:15]=[CH:14][C:8]([C:9]([O:11][CH2:12][CH3:13])=[O:10])=[CH:7][CH:6]=1)[C:2]([NH2:4])=[S:3].Br[CH2:17][C:18]([C:20]1[CH:21]=[N:22][CH:23]=[CH:24][CH:25]=1)=O.